This data is from Forward reaction prediction with 1.9M reactions from USPTO patents (1976-2016). The task is: Predict the product of the given reaction. (1) Given the reactants [C:1]1([CH:7]2[CH2:11][CH2:10][NH:9][CH2:8]2)[CH:6]=[CH:5][CH:4]=[CH:3][CH:2]=1.[C:12](Cl)(=[O:17])[CH2:13][CH2:14][CH2:15][CH3:16].C(N(CC)CC)C, predict the reaction product. The product is: [C:1]1([CH:7]2[CH2:11][CH2:10][N:9]([C:12](=[O:17])[CH2:13][CH2:14][CH2:15][CH3:16])[CH2:8]2)[CH:6]=[CH:5][CH:4]=[CH:3][CH:2]=1. (2) The product is: [OH:1][C@H:2]([C:6]1[CH:11]=[CH:10][CH:9]=[CH:8][CH:7]=1)[C:3]([NH:12][C:13]1[CH:18]=[CH:17][C:16]([C:19]2[CH:23]=[C:22]([C:24]([NH:26][CH:27]([CH:32]([CH3:34])[CH3:33])[C:28]([O:30][CH3:31])=[O:29])=[O:25])[O:21][N:20]=2)=[CH:15][CH:14]=1)=[O:5]. Given the reactants [OH:1][C@H:2]([C:6]1[CH:11]=[CH:10][CH:9]=[CH:8][CH:7]=1)[C:3]([OH:5])=O.[NH2:12][C:13]1[CH:18]=[CH:17][C:16]([C:19]2[CH:23]=[C:22]([C:24]([NH:26][CH:27]([CH:32]([CH3:34])[CH3:33])[C:28]([O:30][CH3:31])=[O:29])=[O:25])[O:21][N:20]=2)=[CH:15][CH:14]=1.C1CCC(N=C=NC2CCCCC2)CC1.C1C=CC2N(O)N=NC=2C=1, predict the reaction product. (3) Given the reactants [OH-].[NH4+:2].[Cl:3][CH2:4][C:5]([NH:7][C:8]1[CH:18]=[CH:17][C:11]([C:12]([O:14][CH2:15][CH3:16])=[O:13])=[CH:10][C:9]=1[O:19][CH3:20])=[O:6].N, predict the reaction product. The product is: [ClH:3].[NH2:2][CH2:4][C:5]([NH:7][C:8]1[CH:18]=[CH:17][C:11]([C:12]([O:14][CH2:15][CH3:16])=[O:13])=[CH:10][C:9]=1[O:19][CH3:20])=[O:6]. (4) Given the reactants Cl.[C:2]([C:6]1[CH:10]=[CH:9][N:8]([CH2:11]Cl)[N:7]=1)([CH3:5])([CH3:4])[CH3:3].[F:13][C:14]([F:23])([F:22])[CH2:15][CH2:16][CH:17]([C:20]#[N:21])[C:18]#[N:19].C(=O)([O-])[O-].[K+].[K+].O, predict the reaction product. The product is: [C:2]([C:6]1[CH:10]=[CH:9][N:8]([CH2:11][C:17]([CH2:16][CH2:15][C:14]([F:13])([F:22])[F:23])([C:18]#[N:19])[C:20]#[N:21])[N:7]=1)([CH3:5])([CH3:4])[CH3:3]. (5) Given the reactants C(N(C(C)C)CC)(C)C.CN(C(ON1N=NC2C=CC=NC1=2)=[N+](C)C)C.F[P-](F)(F)(F)(F)F.[NH2:34][C:35]1[C:40]([C:41]([OH:43])=[O:42])=[C:39]([NH:44][C:45]2[CH:50]=[CH:49][C:48]([O:51][CH2:52][C:53]3[CH:58]=[CH:57][CH:56]=[CH:55][CH:54]=3)=[C:47]([Cl:59])[CH:46]=2)[N:38]=[CH:37][N:36]=1.[N:60]1([CH2:66][CH2:67]O)[CH2:65][CH2:64][O:63][CH2:62][CH2:61]1, predict the reaction product. The product is: [N:60]1([CH2:66][CH2:67][O:42][C:41]([C:40]2[C:35]([NH2:34])=[N:36][CH:37]=[N:38][C:39]=2[NH:44][C:45]2[CH:50]=[CH:49][C:48]([O:51][CH2:52][C:53]3[CH:54]=[CH:55][CH:56]=[CH:57][CH:58]=3)=[C:47]([Cl:59])[CH:46]=2)=[O:43])[CH2:65][CH2:64][O:63][CH2:62][CH2:61]1.